From a dataset of Forward reaction prediction with 1.9M reactions from USPTO patents (1976-2016). Predict the product of the given reaction. (1) Given the reactants P(C)(C)C.[N:5]([CH2:8][C:9]1[N:10]=[N:11][C:12]([Cl:15])=[CH:13][CH:14]=1)=[N+]=[N-].[C:16]([O:19][C@@H:20]1[C@@H:25]([CH3:26])[CH2:24][C@@H:23]([C:27]2[CH:32]=[CH:31][N:30]=[CH:29][C:28]=2[N:33]=[C:34]=S)[CH2:22][C@H:21]1[NH:36][C:37]([O:39][C:40]([CH3:43])([CH3:42])[CH3:41])=[O:38])(=[O:18])[CH3:17], predict the reaction product. The product is: [C:16]([O:19][C@@H:20]1[C@@H:25]([CH3:26])[CH2:24][C@@H:23]([C:27]2[CH:32]=[CH:31][N:30]=[CH:29][C:28]=2[NH:33][C:34]2[N:10]3[N:11]=[C:12]([Cl:15])[CH:13]=[CH:14][C:9]3=[CH:8][N:5]=2)[CH2:22][C@H:21]1[NH:36][C:37]([O:39][C:40]([CH3:41])([CH3:43])[CH3:42])=[O:38])(=[O:18])[CH3:17]. (2) Given the reactants [NH:1]1[CH2:5][CH2:4][CH2:3][CH2:2]1.[CH:6]1([N:11]2[CH2:17][CH2:16][C:15]3[CH:18]=[C:19]([O:22][CH2:23][C:24]4[CH:25]=[C:26]([CH:30]=[CH:31][CH:32]=4)[C:27](O)=[O:28])[CH:20]=[CH:21][C:14]=3[CH2:13][CH2:12]2)[CH2:10][CH2:9][CH2:8][CH2:7]1, predict the reaction product. The product is: [CH:6]1([N:11]2[CH2:17][CH2:16][C:15]3[CH:18]=[C:19]([O:22][CH2:23][C:24]4[CH:25]=[C:26]([C:27]([N:1]5[CH2:5][CH2:4][CH2:3][CH2:2]5)=[O:28])[CH:30]=[CH:31][CH:32]=4)[CH:20]=[CH:21][C:14]=3[CH2:13][CH2:12]2)[CH2:7][CH2:8][CH2:9][CH2:10]1. (3) Given the reactants N1C=CC=CC=1.[Cl:7][C:8]1[CH:13]=[CH:12][C:11]([S:14]([NH:17][CH:18]([CH2:24][C:25]([CH3:27])=[CH2:26])[C:19]([O:21][CH2:22][CH3:23])=[O:20])(=[O:16])=[O:15])=[CH:10][CH:9]=1.[FH:28], predict the reaction product. The product is: [Cl:7][C:8]1[CH:9]=[CH:10][C:11]([S:14]([NH:17][CH:18]([CH2:24][C:25]([F:28])([CH3:27])[CH3:26])[C:19]([O:21][CH2:22][CH3:23])=[O:20])(=[O:16])=[O:15])=[CH:12][CH:13]=1.[Cl:7][C:8]1[CH:13]=[CH:12][C:11]([S:14]([NH:17][CH:18]2[CH2:24][C:25]([CH3:27])([CH3:26])[O:20][C:19]2=[O:21])(=[O:16])=[O:15])=[CH:10][CH:9]=1. (4) The product is: [NH2:31][C:29]1[N:30]=[C:25]([N:11]2[CH2:16][CH2:15][CH2:14][C@@H:13]([C:17]([N:19]3[CH2:20][CH2:21][CH2:22][CH2:23]3)=[O:18])[CH2:12]2)[CH:26]=[C:27]([CH3:35])[C:28]=1[N+:32]([O-:34])=[O:33]. Given the reactants Cl.Cl.NC1C(N)=CN=C([N:11]2[CH2:16][CH2:15][CH2:14][C@@H:13]([C:17]([N:19]3[CH2:23][CH2:22][CH2:21][CH2:20]3)=[O:18])[CH2:12]2)N=1.Cl[C:25]1[N:30]=[C:29]([NH2:31])[C:28]([N+:32]([O-:34])=[O:33])=[C:27]([CH3:35])[CH:26]=1.N1CCC[C@@H](C(N2CCCC2)=O)C1, predict the reaction product. (5) Given the reactants [NH2:1][C:2]1[CH:7]=[CH:6][C:5]([C:8]2[C:9]([NH2:17])=[N:10][C:11]([NH2:16])=[N:12][C:13]=2[CH2:14][CH3:15])=[CH:4][CH:3]=1.[Cl:18][C:19]1[CH:26]=[CH:25][C:22]([CH:23]=O)=[CH:21][CH:20]=1.C(O)(=O)C.C([BH3-])#N.[Na+], predict the reaction product. The product is: [Cl:18][C:19]1[CH:26]=[CH:25][C:22]([CH2:23][NH:1][C:2]2[CH:3]=[CH:4][C:5]([C:8]3[C:9]([NH2:17])=[N:10][C:11]([NH2:16])=[N:12][C:13]=3[CH2:14][CH3:15])=[CH:6][CH:7]=2)=[CH:21][CH:20]=1. (6) Given the reactants C(N([CH2:6][CH3:7])CC)C.Cl.C(O[C:12](=N)[C:13]1[CH:18]=C[C:16]([Cl:19])=[CH:15][CH:14]=1)C.Cl.[CH3:22][O:23][C:24](=[O:31])[C@H:25]([C:27]([SH:30])(C)C)[NH2:26].O.Cl[CH2:34]Cl, predict the reaction product. The product is: [CH3:22][O:23][C:24]([CH:25]1[CH2:27][S:30][C:18]([C:13]2[CH:14]=[CH:15][CH:16]([Cl:19])[C:6]([CH3:7])([CH3:34])[CH:12]=2)=[N:26]1)=[O:31]. (7) Given the reactants [OH:1][CH:2]1[CH2:7][CH2:6][N:5]([C:8]([N:10]2[CH2:15][CH:14]([C:16]3[CH:21]=[CH:20][C:19]([C:22]([F:25])([F:24])[F:23])=[CH:18][CH:17]=3)[CH2:13][CH:12]([C:26]([OH:28])=O)[CH2:11]2)=[O:9])[CH2:4][CH2:3]1.O[NH:30][C:31](=[NH:36])[C:32]([CH3:35])([CH3:34])[CH3:33], predict the reaction product. The product is: [C:32]([C:31]1[N:36]=[C:26]([CH:12]2[CH2:13][CH:14]([C:16]3[CH:17]=[CH:18][C:19]([C:22]([F:24])([F:23])[F:25])=[CH:20][CH:21]=3)[CH2:15][N:10]([C:8]([N:5]3[CH2:6][CH2:7][CH:2]([OH:1])[CH2:3][CH2:4]3)=[O:9])[CH2:11]2)[O:28][N:30]=1)([CH3:35])([CH3:34])[CH3:33]. (8) Given the reactants Cl.Cl.[NH:3]1[CH2:9][CH2:8][CH2:7][CH2:6][CH2:5][NH:4]1.C(N(CC)CC)C.[CH3:17][C:18]1[CH:23]=[C:22]([C:24]#[C:25][CH3:26])[CH:21]=[C:20]([CH3:27])[C:19]=1[CH:28]([C:33](OC)=[O:34])[C:29](OC)=[O:30].[OH-].[Na+], predict the reaction product. The product is: [CH3:17][C:18]1[CH:23]=[C:22]([C:24]#[C:25][CH3:26])[CH:21]=[C:20]([CH3:27])[C:19]=1[CH:28]1[C:33](=[O:34])[N:4]2[CH2:5][CH2:6][CH2:7][CH2:8][CH2:9][N:3]2[C:29]1=[O:30]. (9) The product is: [CH:1]1([C:5]2[C:13]([C:14]3[NH:18][CH:17]=[N:16][N:15]=3)=[CH:12][C:8]([C:9]([N:25]3[CH2:26][CH2:27][C:22]([C:28]4[CH:35]=[CH:34][C:31]([C:32]#[N:33])=[CH:30][CH:29]=4)([F:21])[CH2:23][CH2:24]3)=[O:11])=[C:7]([CH3:19])[CH:6]=2)[CH2:2][CH2:3][CH2:4]1. Given the reactants [CH:1]1([C:5]2[C:13]([C:14]3[NH:18][CH:17]=[N:16][N:15]=3)=[CH:12][C:8]([C:9]([OH:11])=O)=[C:7]([CH3:19])[CH:6]=2)[CH2:4][CH2:3][CH2:2]1.Cl.[F:21][C:22]1([C:28]2[CH:35]=[CH:34][C:31]([C:32]#[N:33])=[CH:30][CH:29]=2)[CH2:27][CH2:26][NH:25][CH2:24][CH2:23]1.O.ON1C2C=CC=CC=2N=N1.Cl.C(N=C=NCCCN(C)C)C.CCN(C(C)C)C(C)C, predict the reaction product.